This data is from Full USPTO retrosynthesis dataset with 1.9M reactions from patents (1976-2016). The task is: Predict the reactants needed to synthesize the given product. (1) Given the product [CH2:1]([NH:8][C:9]([C:11]1[N:12]=[N:13][C:14]([N:21]2[CH2:22][CH2:23][N:18]([C:24](=[O:25])[C:26]3[CH:31]=[CH:30][CH:29]=[CH:28][C:27]=3[C:32]([F:35])([F:33])[F:34])[CH2:19][CH2:20]2)=[CH:15][CH:16]=1)=[O:10])[CH2:2][CH2:3][CH2:4][CH2:5][CH2:6][CH3:7], predict the reactants needed to synthesize it. The reactants are: [CH2:1]([NH:8][C:9]([C:11]1[N:12]=[N:13][C:14](Cl)=[CH:15][CH:16]=1)=[O:10])[CH2:2][CH2:3][CH2:4][CH2:5][CH2:6][CH3:7].[N:18]1([C:24]([C:26]2[CH:31]=[CH:30][CH:29]=[CH:28][C:27]=2[C:32]([F:35])([F:34])[F:33])=[O:25])[CH2:23][CH2:22][NH:21][CH2:20][CH2:19]1. (2) Given the product [C:14]([O:18][C:19](=[O:24])[NH:20][CH2:21][CH2:22][NH:23][CH2:8][C:7]1[CH:10]=[CH:11][C:4]([O:3][C:2]([F:13])([F:12])[F:1])=[CH:5][CH:6]=1)([CH3:17])([CH3:15])[CH3:16], predict the reactants needed to synthesize it. The reactants are: [F:1][C:2]([F:13])([F:12])[O:3][C:4]1[CH:11]=[CH:10][C:7]([CH:8]=O)=[CH:6][CH:5]=1.[C:14]([O:18][C:19](=[O:24])[NH:20][CH2:21][CH2:22][NH2:23])([CH3:17])([CH3:16])[CH3:15].C(O[BH-](OC(=O)C)OC(=O)C)(=O)C.[Na+]. (3) Given the product [C:1]([C:15]1[CH:14]=[CH:13][C:12]([CH:11]([OH:19])[CH2:10][OH:24])=[CH:17][CH:16]=1)([CH3:4])([CH3:3])[CH3:2], predict the reactants needed to synthesize it. The reactants are: [C:1](O)([CH3:4])([CH3:3])[CH3:2].C([CH:10]=[CH:11][C:12]1[CH:17]=[CH:16][CH:15]=[CH:14][CH:13]=1)(C)(C)C.S([O-])([O-])=[O:19].[Na+].[Na+].[OH2:24]. (4) The reactants are: Br[C:2]1[S:6][C:5]([C:7]2[N:11]3[N:12]=[C:13]([CH3:21])[CH:14]=[C:15]([CH:16]([CH2:19][CH3:20])[CH2:17][CH3:18])[C:10]3=[N:9][C:8]=2[CH3:22])=[C:4]([CH3:23])[CH:3]=1.[Br-].[N:25]1[CH:30]=[CH:29][CH:28]=[CH:27][C:26]=1[Zn+].C1COCC1. Given the product [CH2:17]([CH:16]([C:15]1[C:10]2[N:11]([C:7]([C:5]3[S:6][C:2]([C:26]4[CH:27]=[CH:28][CH:29]=[CH:30][N:25]=4)=[CH:3][C:4]=3[CH3:23])=[C:8]([CH3:22])[N:9]=2)[N:12]=[C:13]([CH3:21])[CH:14]=1)[CH2:19][CH3:20])[CH3:18], predict the reactants needed to synthesize it. (5) Given the product [C:1]([N:4]1[C:13]2[C:8](=[CH:9][C:10]([O:14][CH3:15])=[C:11]([N+:16]([O-:18])=[O:17])[CH:12]=2)[CH2:7][CH2:6][CH2:5]1)(=[O:3])[CH3:2], predict the reactants needed to synthesize it. The reactants are: [C:1]([N:4]1[C:13]2[C:8](=[CH:9][C:10]([O:14][CH3:15])=[CH:11][CH:12]=2)[CH2:7][CH2:6][CH2:5]1)(=[O:3])[CH3:2].[N:16]([O-:18])=[O:17].[Na+]. (6) The reactants are: Br[C:2]1[CH:7]=[CH:6][C:5]([Cl:8])=[CH:4][CH:3]=1.[Mg].II.[C:12](OCC)(=[O:18])[C:13]([O:15][CH2:16][CH3:17])=[O:14].Cl. Given the product [Cl:8][C:5]1[CH:6]=[CH:7][C:2]([C:12](=[O:18])[C:13]([O:15][CH2:16][CH3:17])=[O:14])=[CH:3][CH:4]=1, predict the reactants needed to synthesize it. (7) Given the product [C:8]([O:6][CH:3]1[CH2:4][CH2:5][CH:1]([OH:7])[CH2:2]1)(=[O:15])[C:9]1[CH:14]=[CH:13][CH:12]=[CH:11][CH:10]=1, predict the reactants needed to synthesize it. The reactants are: [CH:1]1([OH:7])[CH2:5][CH2:4][CH:3]([OH:6])[CH2:2]1.[C:8](Cl)(=[O:15])[C:9]1[CH:14]=[CH:13][CH:12]=[CH:11][CH:10]=1. (8) Given the product [Br:1][C:2]1[CH:3]=[C:4]2[C:9](=[CH:10][CH:11]=1)[C:8]([Cl:20])=[C:7]([OH:12])[CH:6]=[CH:5]2, predict the reactants needed to synthesize it. The reactants are: [Br:1][C:2]1[CH:3]=[C:4]2[C:9](=[CH:10][CH:11]=1)[CH:8]=[C:7]([OH:12])[CH:6]=[CH:5]2.C1C(=O)N([Cl:20])C(=O)C1. (9) Given the product [NH:35]1[CH:34]=[C:33]([C:2]2[CH:3]=[CH:4][C:5]([NH:8][C:9](=[O:24])[CH2:10][C:11]3[CH:16]=[CH:15][C:14]([C:17]4[CH:22]=[CH:21][N:20]=[C:19]([CH3:23])[CH:18]=4)=[CH:13][CH:12]=3)=[N:6][CH:7]=2)[CH:37]=[N:36]1, predict the reactants needed to synthesize it. The reactants are: I[C:2]1[CH:3]=[CH:4][C:5]([NH:8][C:9](=[O:24])[CH2:10][C:11]2[CH:16]=[CH:15][C:14]([C:17]3[CH:22]=[CH:21][N:20]=[C:19]([CH3:23])[CH:18]=3)=[CH:13][CH:12]=2)=[N:6][CH:7]=1.CC1(C)C(C)(C)OB([C:33]2[CH:34]=[N:35][NH:36][CH:37]=2)O1.C(O)C.C([O-])([O-])=O.[Na+].[Na+]. (10) Given the product [F:63][C:58]1[CH:59]=[CH:60][CH:61]=[CH:62][C:57]=1[C:53]1[C:54]2[CH:55]=[CH:16][C:17](=[O:18])[NH:48][C:49]=2[N:50]=[C:51]([S:64][CH3:65])[N:52]=1, predict the reactants needed to synthesize it. The reactants are: C1[O:18][CH2:17][CH2:16]OCCOCCOCCOCCOC1.FC(F)(F)COP(CC(OC)=O)(=O)OCC(F)(F)F.C[Si]([N-][Si](C)(C)C)(C)C.[K+].[NH2:48][C:49]1[C:54]([CH:55]=O)=[C:53]([C:57]2[CH:62]=[CH:61][CH:60]=[CH:59][C:58]=2[F:63])[N:52]=[C:51]([S:64][CH3:65])[N:50]=1.[NH4+].[Cl-].